Regression. Given two drug SMILES strings and cell line genomic features, predict the synergy score measuring deviation from expected non-interaction effect. From a dataset of NCI-60 drug combinations with 297,098 pairs across 59 cell lines. (1) Drug 1: CC1=C2C(C(=O)C3(C(CC4C(C3C(C(C2(C)C)(CC1OC(=O)C(C(C5=CC=CC=C5)NC(=O)OC(C)(C)C)O)O)OC(=O)C6=CC=CC=C6)(CO4)OC(=O)C)OC)C)OC. Drug 2: C1=CC(=CC=C1CCCC(=O)O)N(CCCl)CCCl. Cell line: ACHN. Synergy scores: CSS=66.2, Synergy_ZIP=0.598, Synergy_Bliss=0.0697, Synergy_Loewe=2.22, Synergy_HSA=4.42. (2) Drug 1: C1=NC2=C(N=C(N=C2N1C3C(C(C(O3)CO)O)O)F)N. Drug 2: C1=NC2=C(N1)C(=S)N=CN2. Cell line: SK-MEL-5. Synergy scores: CSS=17.0, Synergy_ZIP=-7.37, Synergy_Bliss=-0.154, Synergy_Loewe=1.09, Synergy_HSA=1.54. (3) Drug 1: CC1=C(C(=O)C2=C(C1=O)N3CC4C(C3(C2COC(=O)N)OC)N4)N. Drug 2: CC1(CCCN1)C2=NC3=C(C=CC=C3N2)C(=O)N. Cell line: HCT116. Synergy scores: CSS=50.1, Synergy_ZIP=5.69, Synergy_Bliss=4.12, Synergy_Loewe=-33.3, Synergy_HSA=5.08. (4) Drug 1: CCCCCOC(=O)NC1=NC(=O)N(C=C1F)C2C(C(C(O2)C)O)O. Drug 2: C1=NC2=C(N=C(N=C2N1C3C(C(C(O3)CO)O)F)Cl)N. Cell line: HS 578T. Synergy scores: CSS=3.63, Synergy_ZIP=-4.35, Synergy_Bliss=-8.34, Synergy_Loewe=-11.3, Synergy_HSA=-4.80. (5) Synergy scores: CSS=22.7, Synergy_ZIP=-2.34, Synergy_Bliss=0.677, Synergy_Loewe=-17.7, Synergy_HSA=0.557. Drug 1: CC1=CC=C(C=C1)C2=CC(=NN2C3=CC=C(C=C3)S(=O)(=O)N)C(F)(F)F. Cell line: A549. Drug 2: CC1=C(N=C(N=C1N)C(CC(=O)N)NCC(C(=O)N)N)C(=O)NC(C(C2=CN=CN2)OC3C(C(C(C(O3)CO)O)O)OC4C(C(C(C(O4)CO)O)OC(=O)N)O)C(=O)NC(C)C(C(C)C(=O)NC(C(C)O)C(=O)NCCC5=NC(=CS5)C6=NC(=CS6)C(=O)NCCC[S+](C)C)O. (6) Drug 1: C1=C(C(=O)NC(=O)N1)F. Drug 2: CCN(CC)CCCC(C)NC1=C2C=C(C=CC2=NC3=C1C=CC(=C3)Cl)OC. Cell line: NCIH23. Synergy scores: CSS=47.1, Synergy_ZIP=-16.0, Synergy_Bliss=-13.8, Synergy_Loewe=-8.49, Synergy_HSA=-6.22. (7) Drug 1: C1CCC(C(C1)N)N.C(=O)(C(=O)[O-])[O-].[Pt+4]. Drug 2: CC12CCC3C(C1CCC2OP(=O)(O)O)CCC4=C3C=CC(=C4)OC(=O)N(CCCl)CCCl.[Na+]. Cell line: TK-10. Synergy scores: CSS=15.5, Synergy_ZIP=-7.23, Synergy_Bliss=-1.99, Synergy_Loewe=-15.9, Synergy_HSA=-0.655. (8) Cell line: HT29. Drug 1: CC1=CC=C(C=C1)C2=CC(=NN2C3=CC=C(C=C3)S(=O)(=O)N)C(F)(F)F. Synergy scores: CSS=3.23, Synergy_ZIP=-0.436, Synergy_Bliss=1.87, Synergy_Loewe=1.24, Synergy_HSA=1.80. Drug 2: COC1=C2C(=CC3=C1OC=C3)C=CC(=O)O2. (9) Drug 1: C1CN1P(=S)(N2CC2)N3CC3. Drug 2: C#CCC(CC1=CN=C2C(=N1)C(=NC(=N2)N)N)C3=CC=C(C=C3)C(=O)NC(CCC(=O)O)C(=O)O. Cell line: BT-549. Synergy scores: CSS=19.7, Synergy_ZIP=-6.37, Synergy_Bliss=-9.23, Synergy_Loewe=-11.0, Synergy_HSA=-4.95.